Task: Regression. Given a peptide amino acid sequence and an MHC pseudo amino acid sequence, predict their binding affinity value. This is MHC class II binding data.. Dataset: Peptide-MHC class II binding affinity with 134,281 pairs from IEDB (1) The peptide sequence is FGQNTASIAATEAQY. The MHC is HLA-DPA10103-DPB10401 with pseudo-sequence HLA-DPA10103-DPB10401. The binding affinity (normalized) is 0.357. (2) The peptide sequence is PLHLRYYRITYGETG. The MHC is HLA-DQA10102-DQB10602 with pseudo-sequence HLA-DQA10102-DQB10602. The binding affinity (normalized) is 0.198.